Dataset: Full USPTO retrosynthesis dataset with 1.9M reactions from patents (1976-2016). Task: Predict the reactants needed to synthesize the given product. Given the product [Br:32][C:33]1[CH:34]=[C:35]2[C:41]([CH:42]([C:45]3[C:50]([O:51][CH:52]([F:54])[F:53])=[CH:49][CH:48]=[C:47]([F:55])[C:46]=3[Cl:56])[C:2]([F:1])([S:3]([C:6]3[CH:7]=[CH:8][CH:9]=[CH:10][CH:11]=3)(=[O:5])=[O:4])[S:12]([C:15]3[CH:20]=[CH:19][CH:18]=[CH:17][CH:16]=3)(=[O:14])=[O:13])=[CH:40][NH:39][C:36]2=[N:37][CH:38]=1, predict the reactants needed to synthesize it. The reactants are: [F:1][CH:2]([S:12]([C:15]1[CH:20]=[CH:19][CH:18]=[CH:17][CH:16]=1)(=[O:14])=[O:13])[S:3]([C:6]1[CH:11]=[CH:10][CH:9]=[CH:8][CH:7]=1)(=[O:5])=[O:4].[Li]CCCC.CCCCCC.[Br:32][C:33]1[CH:34]=[C:35]2[C:41]([CH:42]([C:45]3[C:50]([O:51][CH:52]([F:54])[F:53])=[CH:49][CH:48]=[C:47]([F:55])[C:46]=3[Cl:56])OC)=[CH:40][NH:39][C:36]2=[N:37][CH:38]=1.S(Cl)(Cl)=O.